From a dataset of Full USPTO retrosynthesis dataset with 1.9M reactions from patents (1976-2016). Predict the reactants needed to synthesize the given product. (1) Given the product [CH2:1]([O:3][P:4]([CH2:7][C:8]1[CH:13]=[C:12]([Cl:14])[CH:11]=[CH:10][C:9]=1[O:15][CH2:30][C:29]([N:25]1[CH2:26][CH:27]([CH3:28])[N:22]([CH2:21][C:20]2[CH:19]=[CH:18][C:17]([F:16])=[CH:35][CH:34]=2)[CH2:23][CH:24]1[CH3:33])=[O:32])([NH2:6])=[O:5])[CH3:2], predict the reactants needed to synthesize it. The reactants are: [CH2:1]([O:3][P:4]([CH2:7][C:8]1[CH:13]=[C:12]([Cl:14])[CH:11]=[CH:10][C:9]=1[OH:15])([NH2:6])=[O:5])[CH3:2].[F:16][C:17]1[CH:35]=[CH:34][C:20]([CH2:21][N:22]2[C@@H:27]([CH3:28])[CH2:26][N:25]([C:29](=[O:32])[CH2:30]O)[C@H:24]([CH3:33])[CH2:23]2)=[CH:19][CH:18]=1.C1(P(C2C=CC=CC=2)C2C=CC=CC=2)C=CC=CC=1.N(C(OCC)=O)=NC(OCC)=O. (2) Given the product [O:29]=[C:20]1[C:21]2[C:26](=[CH:25][CH:24]=[CH:23][CH:22]=2)[C:27](=[O:28])[N:19]1[CH2:18][CH2:17][CH2:16][CH2:15][N:46]1[CH2:51][CH2:50][CH:49]([C:52]2[CH:53]=[C:54]([NH:58][C:59](=[O:63])[CH:60]([CH3:62])[CH3:61])[CH:55]=[CH:56][CH:57]=2)[CH2:48][CH2:47]1, predict the reactants needed to synthesize it. The reactants are: C1(C2CCN(CC[CH2:15][CH2:16][CH2:17][CH2:18][N:19]3[C:27](=[O:28])[C:26]4[C:21](=[CH:22][CH:23]=[CH:24][CH:25]=4)[C:20]3=[O:29])CC2)C=CC=CC=1.O=C1C2C(=CC=CC=2)C(=O)N1CCCCC[N:46]1[CH2:51][CH2:50][CH:49]([C:52]2[CH:53]=[C:54]([NH:58][C:59](=[O:63])[CH:60]([CH3:62])[CH3:61])[CH:55]=[CH:56][CH:57]=2)[CH2:48][CH2:47]1. (3) Given the product [F:1][C:2]1[C:7]([C:8]2[CH:13]=[CH:12][CH:11]=[C:10]([F:14])[CH:9]=2)=[CH:6][CH:5]=[C:4]([F:15])[C:3]=1[CH2:16][NH:17][C:18]1[C:19]([F:32])=[C:20]([CH:28]=[CH:29][C:30]=1[F:31])[O:21][CH2:22][C:23]([OH:25])=[O:24], predict the reactants needed to synthesize it. The reactants are: [F:1][C:2]1[C:7]([C:8]2[CH:13]=[CH:12][CH:11]=[C:10]([F:14])[CH:9]=2)=[CH:6][CH:5]=[C:4]([F:15])[C:3]=1[CH2:16][NH:17][C:18]1[C:19]([F:32])=[C:20]([CH:28]=[CH:29][C:30]=1[F:31])[O:21][CH2:22][C:23]([O:25]CC)=[O:24].[OH-].[Na+]. (4) The reactants are: [Br:1][C:2]1[CH:11]=[C:10]2[C:5]([C:6]([CH3:20])([CH3:19])[CH2:7][CH2:8][C:9]32[C:15](=[O:16])[N:14]([CH3:17])[C:13](=S)[NH:12]3)=[CH:4][CH:3]=1.C(OO)(C)(C)C.[NH4+:27].[OH-]. Given the product [NH2:27][C:13]1[N:14]([CH3:17])[C:15](=[O:16])[C:9]2([N:12]=1)[C:10]1[C:5](=[CH:4][CH:3]=[C:2]([Br:1])[CH:11]=1)[C:6]([CH3:20])([CH3:19])[CH2:7][CH2:8]2, predict the reactants needed to synthesize it. (5) Given the product [N+:15]([C:9]1[C:8]([C:11]([O:13][CH3:14])=[O:12])=[CH:7][C:3]2[O:4][CH2:5][CH2:6][O:1][C:2]=2[CH:10]=1)([O-:17])=[O:16], predict the reactants needed to synthesize it. The reactants are: [O:1]1[CH2:6][CH2:5][O:4][C:3]2[CH:7]=[C:8]([C:11]([O:13][CH3:14])=[O:12])[CH:9]=[CH:10][C:2]1=2.[N+:15]([O-])([OH:17])=[O:16]. (6) The reactants are: Cl[CH2:2][O:3][C:4]([NH:6][C@@H:7]([CH3:18])[C:8]([O:10][CH2:11][C:12]1[CH:17]=[CH:16][CH:15]=[CH:14][CH:13]=1)=[O:9])=[O:5].N[C@@H](C)C(OCC1C=CC=CC=1)=O.ClC(OCCl)=O.[Cl:38][C:39]1[C:40]([F:79])=[C:41]([C@@H:45]2[C@:49]([C:52]3[CH:57]=[CH:56][C:55]([Cl:58])=[CH:54][C:53]=3[F:59])([C:50]#[N:51])[C@H:48]([CH2:60][C:61]([CH3:64])([CH3:63])[CH3:62])[NH:47][C@H:46]2[C:65]([NH:67][C:68]2[CH:76]=[CH:75][C:71]([C:72]([OH:74])=[O:73])=[CH:70][C:69]=2[O:77][CH3:78])=[O:66])[CH:42]=[CH:43][CH:44]=1.C(=O)([O-])[O-].[Cs+].[Cs+]. Given the product [Cl:38][C:39]1[C:40]([F:79])=[C:41]([C@@H:45]2[C@:49]([C:52]3[CH:57]=[CH:56][C:55]([Cl:58])=[CH:54][C:53]=3[F:59])([C:50]#[N:51])[C@H:48]([CH2:60][C:61]([CH3:63])([CH3:64])[CH3:62])[NH:47][C@H:46]2[C:65]([NH:67][C:68]2[CH:76]=[CH:75][C:71]([C:72]([O:74][CH2:2][O:3][C:4](=[O:5])[NH:6][C@@H:7]([CH3:18])[C:8]([O:10][CH2:11][C:12]3[CH:17]=[CH:16][CH:15]=[CH:14][CH:13]=3)=[O:9])=[O:73])=[CH:70][C:69]=2[O:77][CH3:78])=[O:66])[CH:42]=[CH:43][CH:44]=1, predict the reactants needed to synthesize it. (7) Given the product [Cl:24][C:21]1[CH:20]=[CH:19][C:18]([C:16]2[C:15](=[O:25])[N:14]([CH3:26])[C:8]3[N:9]([CH3:13])[C:10]4[C:6]([C:7]=3[CH:17]=2)=[CH:5][C:4]([C:1](=[O:3])[CH:2]=[CH:32][N:33]([CH3:35])[CH3:34])=[CH:12][CH:11]=4)=[CH:23][CH:22]=1, predict the reactants needed to synthesize it. The reactants are: [C:1]([C:4]1[CH:5]=[C:6]2[C:10](=[CH:11][CH:12]=1)[N:9]([CH3:13])[C:8]1[N:14]([CH3:26])[C:15](=[O:25])[C:16]([C:18]3[CH:23]=[CH:22][C:21]([Cl:24])=[CH:20][CH:19]=3)=[CH:17][C:7]2=1)(=[O:3])[CH3:2].CC(O[CH:32](N(C)C)[N:33]([CH3:35])[CH3:34])(C)C. (8) Given the product [Si:1]([O:8][C:27]([C:24]1[CH:23]=[CH:22][CH:21]=[C:20]2[C:25]=1[N:26]=[C:17]([F:16])[C:18]([CH3:30])=[N:19]2)=[CH2:28])([C:4]([CH3:5])([CH3:6])[CH3:7])([CH3:2])[CH3:3], predict the reactants needed to synthesize it. The reactants are: [Si:1]([O:8]S(C(F)(F)F)(=O)=O)([C:4]([CH3:7])([CH3:6])[CH3:5])([CH3:3])[CH3:2].[F:16][C:17]1[C:18]([CH3:30])=[N:19][C:20]2[C:25]([N:26]=1)=[C:24]([C:27](=O)[CH3:28])[CH:23]=[CH:22][CH:21]=2. (9) Given the product [Br:28][C:29]1[CH:30]=[CH:31][C:32]([Cl:48])=[C:33]([C:35]2[C:44]3[C:39](=[CH:40][CH:41]=[CH:42][CH:43]=3)[CH:38]=[C:37]([C:45]([NH:2][CH:6]([CH3:7])[CH2:5][CH3:10])=[O:46])[N:36]=2)[CH:34]=1, predict the reactants needed to synthesize it. The reactants are: O[N:2]1[C:6]2[CH:7]=CC=[CH:10][C:5]=2N=N1.C(N)(CC)C.Cl.C(N=C=NCCCN(C)C)C.[Br:28][C:29]1[CH:30]=[CH:31][C:32]([Cl:48])=[C:33]([C:35]2[C:44]3[C:39](=[CH:40][CH:41]=[CH:42][CH:43]=3)[CH:38]=[C:37]([C:45](O)=[O:46])[N:36]=2)[CH:34]=1.